This data is from CYP3A4 inhibition data for predicting drug metabolism from PubChem BioAssay. The task is: Regression/Classification. Given a drug SMILES string, predict its absorption, distribution, metabolism, or excretion properties. Task type varies by dataset: regression for continuous measurements (e.g., permeability, clearance, half-life) or binary classification for categorical outcomes (e.g., BBB penetration, CYP inhibition). Dataset: cyp3a4_veith. (1) The compound is O=C(NCCc1ccccc1)N1c2ccccc2Sc2ccccc21. The result is 1 (inhibitor). (2) The drug is C/C(CCC(=O)OC[C@@H]1O[C@H](C#Cc2ccccc2)C=C[C@@H]1Oc1ccc(C)cc1)=N/O[C@@H](C)c1cn([C@H]2COC[C@H]2O)nn1. The result is 1 (inhibitor). (3) The drug is CCc1ccc(NC(=O)c2cc(C(C)C)on2)cc1. The result is 0 (non-inhibitor). (4) The drug is NC1=N[C@H](c2ccc(Cl)cc2)N(c2ccc(S(=O)(=O)Nc3ncccn3)cc2)C(N)=N1. The result is 0 (non-inhibitor). (5) The compound is Cc1nn(S(=O)(=O)c2cccs2)c(C)c1Sc1ccc([N+](=O)[O-])cc1. The result is 1 (inhibitor). (6) The molecule is O=C(Oc1ccccc1)N1CCC[C@@]2(CCN(Cc3nccs3)C2)C1. The result is 1 (inhibitor). (7) The compound is CCOc1ccccc1C1C(C(N)=O)=C(C)Nc2nc(-c3ccc(OC)cc3)nn21. The result is 1 (inhibitor).